Dataset: NCI-60 drug combinations with 297,098 pairs across 59 cell lines. Task: Regression. Given two drug SMILES strings and cell line genomic features, predict the synergy score measuring deviation from expected non-interaction effect. (1) Drug 1: CN1CCC(CC1)COC2=C(C=C3C(=C2)N=CN=C3NC4=C(C=C(C=C4)Br)F)OC. Drug 2: C1CCC(C(C1)N)N.C(=O)(C(=O)[O-])[O-].[Pt+4]. Cell line: T-47D. Synergy scores: CSS=15.3, Synergy_ZIP=1.80, Synergy_Bliss=7.90, Synergy_Loewe=9.04, Synergy_HSA=9.68. (2) Drug 1: C1=C(C(=O)NC(=O)N1)N(CCCl)CCCl. Drug 2: C(=O)(N)NO. Cell line: MOLT-4. Synergy scores: CSS=68.0, Synergy_ZIP=4.31, Synergy_Bliss=4.89, Synergy_Loewe=-10.5, Synergy_HSA=5.92. (3) Drug 1: CC12CCC3C(C1CCC2O)C(CC4=C3C=CC(=C4)O)CCCCCCCCCS(=O)CCCC(C(F)(F)F)(F)F. Drug 2: CC1=C2C(C(=O)C3(C(CC4C(C3C(C(C2(C)C)(CC1OC(=O)C(C(C5=CC=CC=C5)NC(=O)OC(C)(C)C)O)O)OC(=O)C6=CC=CC=C6)(CO4)OC(=O)C)O)C)O. Cell line: A498. Synergy scores: CSS=19.2, Synergy_ZIP=6.15, Synergy_Bliss=12.7, Synergy_Loewe=7.17, Synergy_HSA=8.02.